Dataset: Forward reaction prediction with 1.9M reactions from USPTO patents (1976-2016). Task: Predict the product of the given reaction. (1) Given the reactants [Cl:1][C:2]1[N:10]=[C:9]([Cl:11])[CH:8]=[CH:7][C:3]=1[C:4]([OH:6])=[O:5].[C:12](OC(O[C:12]([CH3:15])([CH3:14])[CH3:13])N(C)C)([CH3:15])([CH3:14])[CH3:13], predict the reaction product. The product is: [Cl:1][C:2]1[N:10]=[C:9]([Cl:11])[CH:8]=[CH:7][C:3]=1[C:4]([O:6][C:12]([CH3:15])([CH3:14])[CH3:13])=[O:5]. (2) Given the reactants [S:1]1[C:5]2[CH:6]=[C:7]([NH:10][C:11](=[O:18])OCC(Cl)(Cl)Cl)[CH:8]=[CH:9][C:4]=2[N:3]=[CH:2]1.[C:19]1([C:25]2[N:29]=[C:28]([N:30]3[CH2:35][CH2:34][NH:33][CH2:32][CH2:31]3)[S:27][N:26]=2)[CH:24]=[CH:23][CH:22]=[CH:21][CH:20]=1.C(N(C(C)C)CC)(C)C.O, predict the reaction product. The product is: [S:1]1[C:5]2[CH:6]=[C:7]([NH:10][C:11]([N:33]3[CH2:34][CH2:35][N:30]([C:28]4[S:27][N:26]=[C:25]([C:19]5[CH:24]=[CH:23][CH:22]=[CH:21][CH:20]=5)[N:29]=4)[CH2:31][CH2:32]3)=[O:18])[CH:8]=[CH:9][C:4]=2[N:3]=[CH:2]1. (3) Given the reactants COC1C=CC(C([NH:24][C:25]2[O:26][CH2:27][C:28]([F:55])([F:54])[C@:29]([C:35]3[N:40]=[C:39]([NH:41][C:42]([C:44]4[C:49]([CH3:50])=[CH:48][C:47]([C:51]#[N:52])=[CH:46][N:45]=4)=[O:43])[CH:38]=[CH:37][C:36]=3[F:53])([CH2:31][CH2:32][O:33][CH3:34])[N:30]=2)(C2C=CC(OC)=CC=2)C2C=CC=CC=2)=CC=1.C(O)(C(F)(F)F)=O.C([SiH](CC)CC)C, predict the reaction product. The product is: [NH2:24][C:25]1[O:26][CH2:27][C:28]([F:54])([F:55])[C@:29]([C:35]2[N:40]=[C:39]([NH:41][C:42]([C:44]3[C:49]([CH3:50])=[CH:48][C:47]([C:51]#[N:52])=[CH:46][N:45]=3)=[O:43])[CH:38]=[CH:37][C:36]=2[F:53])([CH2:31][CH2:32][O:33][CH3:34])[N:30]=1.